Dataset: Experimentally validated miRNA-target interactions with 360,000+ pairs, plus equal number of negative samples. Task: Binary Classification. Given a miRNA mature sequence and a target amino acid sequence, predict their likelihood of interaction. (1) The miRNA is cel-miR-34-5p with sequence AGGCAGUGUGGUUAGCUGGUUG. The protein sequence of the target gene is MSELDQLRQEAEQLKNQIRDARKACADATLSQITNNIDPVGRIQMRTRRTLRGHLAKIYAMHWGTDSRLLVSASQDGKLIIWDSYTTNKVHAIPLRSSWVMTCAYAPSGNYVACGGLDNICSIYNLKTREGNVRVSRELAGHTGYLSCCRFLDDNQIVTSSGDTTCALWDIETGQQTTTFTGHTGDVMSLSLAPDTRLFVSGACDASAKLWDVREGMCRQTFTGHESDINAICFFPNGNAFATGSDDATCRLFDLRADQELMTYSHDNIICGITSVSFSKSGRLLLAGYDDFNCNVWDAL.... Result: 0 (no interaction). (2) The miRNA is hsa-miR-4666a-3p with sequence CAUACAAUCUGACAUGUAUUU. The protein sequence of the target gene is MPKRKKQDQPPPLPQQQQHLALSERDEPGDEEDERPMGPPSLLGPPPMANGKPGDPKSAFHRGPPGSRGRMIPPLLSLPPPPRGRGYIRGGLGPRSSPYGRGWWGINAEPPFPGPGHGGPSRESFYKEARNPRRLRSWSLVKNTYPPKDSPQMMEDKSDRPVCRHFSKKGHCRYEDHCAFYHPGVNGPPL. Result: 0 (no interaction).